This data is from Full USPTO retrosynthesis dataset with 1.9M reactions from patents (1976-2016). The task is: Predict the reactants needed to synthesize the given product. (1) Given the product [CH2:1]([C:8]1[O:12][N:11]=[C:10]([C:13]([NH:15][C@H:16]2[CH2:22][O:21][C:20]3[CH:23]=[CH:24][C:25]([C:27]([OH:29])=[O:28])=[CH:26][C:19]=3[N:18]([CH3:31])[C:17]2=[O:32])=[O:14])[CH:9]=1)[C:2]1[CH:3]=[CH:4][CH:5]=[CH:6][CH:7]=1, predict the reactants needed to synthesize it. The reactants are: [CH2:1]([C:8]1[O:12][N:11]=[C:10]([C:13]([NH:15][C@H:16]2[CH2:22][O:21][C:20]3[CH:23]=[CH:24][C:25]([C:27]([O:29]C)=[O:28])=[CH:26][C:19]=3[N:18]([CH3:31])[C:17]2=[O:32])=[O:14])[CH:9]=1)[C:2]1[CH:7]=[CH:6][CH:5]=[CH:4][CH:3]=1.[Li+].[OH-]. (2) The reactants are: [CH2:1]([Li])CCC.[C:6]([O:10][C:11]([N:13]1[CH2:17][CH2:16][C:15](=O)[CH2:14]1)=[O:12])([CH3:9])([CH3:8])[CH3:7]. Given the product [C:6]([O:10][C:11]([N:13]1[CH2:17][CH2:16][C:15](=[CH2:1])[CH2:14]1)=[O:12])([CH3:9])([CH3:8])[CH3:7], predict the reactants needed to synthesize it. (3) Given the product [Cl:1][C:2]1[CH:7]=[CH:6][CH:5]=[C:4]([CH3:8])[C:3]=1[NH:9][C:10]1[O:11][C:12]2[C:18]([F:19])=[C:17]([CH2:20][C:21]([OH:23])=[O:22])[CH:16]=[CH:15][C:13]=2[N:14]=1, predict the reactants needed to synthesize it. The reactants are: [Cl:1][C:2]1[CH:7]=[CH:6][CH:5]=[C:4]([CH3:8])[C:3]=1[NH:9][C:10]1[O:11][C:12]2[C:18]([F:19])=[C:17]([CH2:20][C:21]([O:23]C)=[O:22])[CH:16]=[CH:15][C:13]=2[N:14]=1.[OH-].[Na+]. (4) Given the product [S:10]=[C:24]1[NH:29][CH2:28][CH2:27][N:26]([C:30]([O:32][CH2:33][C:34]2[CH:39]=[CH:38][CH:37]=[CH:36][CH:35]=2)=[O:31])[CH2:25]1, predict the reactants needed to synthesize it. The reactants are: COC1C=CC(P2(SP(C3C=CC(OC)=CC=3)(=S)S2)=[S:10])=CC=1.O=[C:24]1[NH:29][CH2:28][CH2:27][N:26]([C:30]([O:32][CH2:33][C:34]2[CH:39]=[CH:38][CH:37]=[CH:36][CH:35]=2)=[O:31])[CH2:25]1. (5) Given the product [CH2:23]([N:20]1[CH2:21][CH2:22][CH:17]([NH:16][C:2]2[N:9]=[CH:8][CH:7]=[CH:6][C:3]=2[C:4]#[N:5])[CH2:18][CH2:19]1)[C:24]1[CH:25]=[CH:26][CH:27]=[CH:28][CH:29]=1, predict the reactants needed to synthesize it. The reactants are: Cl[C:2]1[N:9]=[CH:8][CH:7]=[CH:6][C:3]=1[C:4]#[N:5].C(=O)([O-])[O-].[K+].[K+].[NH2:16][CH:17]1[CH2:22][CH2:21][N:20]([CH2:23][C:24]2[CH:29]=[CH:28][CH:27]=[CH:26][CH:25]=2)[CH2:19][CH2:18]1.Cl. (6) Given the product [F:46][C:47]1[CH:48]=[C:49]([CH:93]=[CH:94][CH:95]=1)[CH2:50][N:51]1[CH:55]=[C:54]([C:56]2[C:64]3[C:59](=[N:60][CH:61]=[C:62]([C:65]4[CH:70]=[CH:69][C:68]([N:71]5[CH2:76][CH2:75][N:74]([CH2:77][C@@H:78]([OH:80])[CH3:79])[CH2:73][CH2:72]5)=[CH:67][C:66]=4[O:81][CH3:82])[CH:63]=3)[NH:58][CH:57]=2)[CH:53]=[N:52]1, predict the reactants needed to synthesize it. The reactants are: Cl.FC1C=C(C=CC=1)CN1C=C(C2C3C(=NC=C(C4C=CC(C5CCNCC5)=CC=4)C=3)N(S(C3C=CC(C)=CC=3)(=O)=O)C=2)C=N1.[F:46][C:47]1[CH:48]=[C:49]([CH:93]=[CH:94][CH:95]=1)[CH2:50][N:51]1[CH:55]=[C:54]([C:56]2[C:64]3[C:59](=[N:60][CH:61]=[C:62]([C:65]4[CH:70]=[CH:69][C:68]([N:71]5[CH2:76][CH2:75][N:74]([CH2:77][C@@H:78]([OH:80])[CH3:79])[CH2:73][CH2:72]5)=[CH:67][C:66]=4[O:81][CH3:82])[CH:63]=3)[N:58](S(C3C=CC(C)=CC=3)(=O)=O)[CH:57]=2)[CH:53]=[N:52]1.[OH-].[Li+].